From a dataset of NCI-60 drug combinations with 297,098 pairs across 59 cell lines. Regression. Given two drug SMILES strings and cell line genomic features, predict the synergy score measuring deviation from expected non-interaction effect. Drug 1: CC1=CC2C(CCC3(C2CCC3(C(=O)C)OC(=O)C)C)C4(C1=CC(=O)CC4)C. Drug 2: C(=O)(N)NO. Cell line: HCT116. Synergy scores: CSS=2.91, Synergy_ZIP=-2.45, Synergy_Bliss=-6.50, Synergy_Loewe=-9.49, Synergy_HSA=-5.14.